This data is from Forward reaction prediction with 1.9M reactions from USPTO patents (1976-2016). The task is: Predict the product of the given reaction. (1) Given the reactants [Cl:1][C:2]1[CH:3]=[C:4]2[C:9](=[CH:10][C:11]=1[N:12]1[CH2:17][C:16]3[C:18]([CH:25]4[CH2:27][CH2:26]4)=[N:19][C:20]([C:22](O)=[O:23])=[CH:21][C:15]=3[NH:14][C:13]1=[O:28])[O:8][CH:7]([C:29]1[C:34]([F:35])=[CH:33][CH:32]=[CH:31][N:30]=1)[CH2:6][CH2:5]2.[NH2:36][CH:37]([CH2:40][OH:41])[CH2:38][OH:39].CCN=C=NCCCN(C)C.C1C=CC2N(O)N=NC=2C=1, predict the reaction product. The product is: [Cl:1][C:2]1[CH:3]=[C:4]2[C:9](=[CH:10][C:11]=1[N:12]1[CH2:17][C:16]3[C:18]([CH:25]4[CH2:26][CH2:27]4)=[N:19][C:20]([C:22]([NH:36][CH:37]([CH2:40][OH:41])[CH2:38][OH:39])=[O:23])=[CH:21][C:15]=3[NH:14][C:13]1=[O:28])[O:8][CH:7]([C:29]1[C:34]([F:35])=[CH:33][CH:32]=[CH:31][N:30]=1)[CH2:6][CH2:5]2. (2) The product is: [CH:25]1([CH2:24][NH:23][C:21]([C:18]2[CH:19]=[CH:20][C:15]([C:10]3[C:11]([CH3:14])=[CH:12][CH:13]=[C:8]([NH:7][C:5](=[O:6])[C:4]4[CH:28]=[CH:29][N:30]=[C:2]([N:32]([CH3:33])[CH3:31])[CH:3]=4)[CH:9]=3)=[CH:16][CH:17]=2)=[O:22])[CH2:27][CH2:26]1. Given the reactants Cl[C:2]1[CH:3]=[C:4]([CH:28]=[CH:29][N:30]=1)[C:5]([NH:7][C:8]1[CH:9]=[C:10]([C:15]2[CH:20]=[CH:19][C:18]([C:21]([NH:23][CH2:24][CH:25]3[CH2:27][CH2:26]3)=[O:22])=[CH:17][CH:16]=2)[C:11]([CH3:14])=[CH:12][CH:13]=1)=[O:6].[CH3:31][NH:32][CH3:33], predict the reaction product.